From a dataset of Experimentally validated miRNA-target interactions with 360,000+ pairs, plus equal number of negative samples. Binary Classification. Given a miRNA mature sequence and a target amino acid sequence, predict their likelihood of interaction. (1) The miRNA is hsa-miR-100-5p with sequence AACCCGUAGAUCCGAACUUGUG. The protein sequence of the target gene is MTGQSLWDVSEANVEDGEIRINVGGFKRRLRSHTLLRFPETRLGRLLLCHSREAILELCDDYDDVQREFYFDRNPELFPYVLHFYHTGKLHVMAELCVFSFSQEIEYWGINEFFIDSCCSYSYHGRKVEPEQEKWDEQSDQESTTSSFDEILAFYNDASKFDGQPLGNFRRQLWLALDNPGYSVLSRVFSILSILVVMGSIITMCLNSLPDFQIPDSQGNPGEDPRFEIVEHFGIAWFTFELVARFAVAPDFLKFFKNALNLIDLMSIVPFYITLVVNLVVESTPTLANLGRVAQVLRLM.... Result: 0 (no interaction). (2) The miRNA is hsa-miR-4430 with sequence AGGCUGGAGUGAGCGGAG. The protein sequence of the target gene is MSKSLKKLVEESREKNQPEVDMSDRGISNMLDVNGLFTLSHITQLVLSHNKLTMVPPNIAELKNLEVLNFFNNQIEELPTQISSLQKLKHLNLGMNRLNTLPRGFGSLPALEVLDLTYNNLSENSLPGNFFYLTTLRALYLSDNDFEILPPDIGKLTKLQILSLRDNDLISLPKEIGELTQLKELHIQGNRLTVLPPELGNLDLTGQKQVFKAENNPWVTPIADQFQLGVSHVFEYIRSETYKYLYGRHMQANPEPPKKNNDKSKKISRKPLAAKNR. Result: 0 (no interaction). (3) The miRNA is hsa-miR-4475 with sequence CAAGGGACCAAGCAUUCAUUAU. The protein sequence of the target gene is MGTPRIQHLLILLVLGASLLTSGLELYCQKGLSMTVEADPANMFNWTTEEVETCDKGALCQETILIIKAGTETAILATKGCIPEGEEAITIVQHSSPPGLIVTSYSNYCEDSFCNDKDSLSQFWEFSETTASTVSTTLHCPTCVALGTCFSAPSLPCPNGTTRCYQGKLEITGGGIESSVEVKGCTAMIGCRLMSGILAVGPMFVREACPHQLLTQPRKTENGATCLPIPVWGLQLLLPLLLPSFIHFS. Result: 0 (no interaction). (4) The miRNA is mmu-miR-181a-5p with sequence AACAUUCAACGCUGUCGGUGAGU. The protein sequence of the target gene is MAGVSYAAPWWVSLLHRLPHFDLRWEATSSQFRPEDADYQQALLLLGATALACLALDLLFLLFYSFWLCCRRRKTDEHLDADCCCTAWCVIITTLVCSAGIAVGFYGNGETSDGIHRATYSLRHANRTVAGVQDRVWDTAAALNRTAEPNLQSLERQLAGRQEPLRAVQRLQTLLGTLLGYTAAIPFWRNPGVSLEVLAEQVDLYDWYRWLGYLGLLLLDVIICLLVLVGLIRSSKGILVGVCLLGVLALVISWGALGLELAVSVGSSDFCVDPDTFVTKMVEEHSVLSGDILQYYLACS.... Result: 1 (interaction). (5) The protein sequence of the target gene is MPEIRLRHVVSCSSQDSTHCAENLLKADTYRKWRAAKAGEKTISVVLQLEKEEQIHSVDIGNDGSAFVEVLVGSSAGGAGEQDYEVLLVTSSFMSPSESRSGSNPNRVRMFGPDKLVRAAAEKRWDRVKIVCSQPYSKDSPFGLSFVRFHSPPDKDEAEAPSQKVTVTKLGQFRVKEEDESANSLRPGALFFSRINKTSPVTASDPAGPSYAAATLQASSAASSASPVSRAIGSTSKPQESPKGKRKLDLNQEEKKTPSKPPAQLSPSVPKRPKLPAPTRTPATAPVPARAQGAVTGKPR.... The miRNA is mmu-miR-450a-5p with sequence UUUUGCGAUGUGUUCCUAAUAU. Result: 0 (no interaction).